Dataset: Catalyst prediction with 721,799 reactions and 888 catalyst types from USPTO. Task: Predict which catalyst facilitates the given reaction. (1) Reactant: CC(OC(/N=N/C(OC(C)C)=O)=O)C.[C:15]1([N:25]2[C:29](=[S:30])[N:28]=[N:27][NH:26]2)[C:24]2[C:19](=[CH:20][CH:21]=[CH:22][CH:23]=2)[CH:18]=[CH:17][CH:16]=1.[Cl:31][C:32]1[CH:37]=[CH:36][CH:35]=[CH:34][C:33]=1[CH:38]([OH:42])[CH2:39][CH2:40]O.C1C=CC(P(C2C=CC=CC=2)C2C=CC=CC=2)=CC=1. Product: [Cl:31][C:32]1[CH:37]=[CH:36][CH:35]=[CH:34][C:33]=1[CH:38]([OH:42])[CH2:39][CH2:40][S:30][C:29]1[N:25]([C:15]2[C:24]3[C:19](=[CH:20][CH:21]=[CH:22][CH:23]=3)[CH:18]=[CH:17][CH:16]=2)[N:26]=[N:27][N:28]=1. The catalyst class is: 1. (2) Reactant: Cl[C:2]1[C:7]([CH:8]([CH3:10])[CH3:9])=[C:6]([O:11][CH2:12][C:13]2[CH:18]=[CH:17][C:16]([O:19][CH3:20])=[CH:15][CH:14]=2)[N:5]=[C:4]([O:21][CH2:22][C:23]2[CH:28]=[CH:27][C:26]([O:29][CH3:30])=[CH:25][CH:24]=2)[N:3]=1.[C:31]([SiH2:35][O:36][C:37]([CH3:48])([CH3:47])[C:38]1[CH:39]=[C:40]([CH2:44][C:45]#[N:46])[CH:41]=[CH:42][CH:43]=1)([CH3:34])([CH3:33])[CH3:32].[H-].[Na+]. Product: [C:31]([SiH2:35][O:36][C:37]([CH3:48])([CH3:47])[C:38]1[CH:39]=[C:40]([CH:44]([C:2]2[C:7]([CH:8]([CH3:10])[CH3:9])=[C:6]([O:11][CH2:12][C:13]3[CH:18]=[CH:17][C:16]([O:19][CH3:20])=[CH:15][CH:14]=3)[N:5]=[C:4]([O:21][CH2:22][C:23]3[CH:28]=[CH:27][C:26]([O:29][CH3:30])=[CH:25][CH:24]=3)[N:3]=2)[C:45]#[N:46])[CH:41]=[CH:42][CH:43]=1)([CH3:34])([CH3:33])[CH3:32]. The catalyst class is: 3. (3) Reactant: C(=O)([O-])[O-].[K+].[K+].[N+](C1C=CC(C([O:16][C@H:17]([CH3:36])[C@H:18]([NH:28][C:29]([O:31][C:32]([CH3:35])([CH3:34])[CH3:33])=[O:30])[C:19]2[CH:24]=[C:23]([F:25])[C:22]([F:26])=[C:21]([F:27])[CH:20]=2)=O)=CC=1)([O-])=O.C1COCC1.C(OCC)(=O)C. Product: [OH:16][C@H:17]([CH3:36])[C@H:18]([NH:28][C:29](=[O:30])[O:31][C:32]([CH3:34])([CH3:33])[CH3:35])[C:19]1[CH:24]=[C:23]([F:25])[C:22]([F:26])=[C:21]([F:27])[CH:20]=1. The catalyst class is: 5. (4) Reactant: [CH3:1][C@H:2]1[CH2:7][O:6][CH2:5][CH2:4][N:3]1[C:8]1[N:9]=[C:10]([N:28]2[CH2:33][CH2:32][O:31][CH2:30][C@@H:29]2[CH3:34])[C:11]2[CH:17]=[CH:16][C:15]([C:18]3[CH:19]=[CH:20][C:21]([O:26][CH3:27])=[C:22]([CH2:24][OH:25])[CH:23]=3)=[N:14][C:12]=2[N:13]=1.[C:35]([OH:42])(=[O:41])/[CH:36]=[CH:37]/[C:38]([OH:40])=[O:39]. Product: [C:35]([OH:42])(=[O:41])/[CH:36]=[CH:37]/[C:38]([OH:40])=[O:39].[CH3:1][C@H:2]1[CH2:7][O:6][CH2:5][CH2:4][N:3]1[C:8]1[N:9]=[C:10]([N:28]2[CH2:33][CH2:32][O:31][CH2:30][C@@H:29]2[CH3:34])[C:11]2[CH:17]=[CH:16][C:15]([C:18]3[CH:19]=[CH:20][C:21]([O:26][CH3:27])=[C:22]([CH2:24][OH:25])[CH:23]=3)=[N:14][C:12]=2[N:13]=1. The catalyst class is: 6. (5) Reactant: Br[C:2]1[C:7](=[O:8])[N:6]([CH3:9])[CH:5]=[C:4]([C:10]2[C:11]([N:30]([CH3:35])[S:31]([CH3:34])(=[O:33])=[O:32])=[CH:12][C:13]3[O:17][C:16]([C:18]4[CH:23]=[CH:22][C:21]([F:24])=[CH:20][CH:19]=4)=[C:15]([C:25]([NH:27][CH3:28])=[O:26])[C:14]=3[CH:29]=2)[CH:3]=1.[F:36][C:37]1[CH:45]=[CH:44][CH:43]=[C:42]2[C:38]=1[CH2:39][NH:40][C:41]2=[O:46].C([O-])([O-])=O.[Cs+].[Cs+].CC1(C)C2C(=C(P(C3C=CC=CC=3)C3C=CC=CC=3)C=CC=2)OC2C(P(C3C=CC=CC=3)C3C=CC=CC=3)=CC=CC1=2. Product: [F:36][C:37]1[CH:45]=[CH:44][CH:43]=[C:42]2[C:38]=1[CH2:39][N:40]([C:2]1[C:7](=[O:8])[N:6]([CH3:9])[CH:5]=[C:4]([C:10]3[C:11]([N:30]([CH3:35])[S:31]([CH3:34])(=[O:33])=[O:32])=[CH:12][C:13]4[O:17][C:16]([C:18]5[CH:23]=[CH:22][C:21]([F:24])=[CH:20][CH:19]=5)=[C:15]([C:25]([NH:27][CH3:28])=[O:26])[C:14]=4[CH:29]=3)[CH:3]=1)[C:41]2=[O:46]. The catalyst class is: 12. (6) Reactant: O.[OH-].[Na+].[Cl:4][C:5]1[C:9]([Cl:10])=[C:8]([CH3:11])[NH:7][C:6]=1[C:12]([NH:14][CH:15]1[CH2:20][CH2:19][N:18]([C:21]2[C:30]3[C:25](=[CH:26][CH:27]=[CH:28][CH:29]=3)[CH:24]=[C:23]([C:31]([O:33]C)=[O:32])[N:22]=2)[CH2:17][CH2:16]1)=[O:13].Cl. Product: [Cl:4][C:5]1[C:9]([Cl:10])=[C:8]([CH3:11])[NH:7][C:6]=1[C:12]([NH:14][CH:15]1[CH2:16][CH2:17][N:18]([C:21]2[C:30]3[C:25](=[CH:26][CH:27]=[CH:28][CH:29]=3)[CH:24]=[C:23]([C:31]([OH:33])=[O:32])[N:22]=2)[CH2:19][CH2:20]1)=[O:13]. The catalyst class is: 49. (7) Reactant: [S:1]1[C:5]2[CH:6]=[CH:7][CH:8]=[CH:9][C:4]=2[N:3]=[C:2]1[N:10]1[CH2:13][CH:12]([O:14][C:15]2[CH:20]=[CH:19][C:18]([CH:21]3[CH2:26][CH2:25][N:24](C(OCC4C=CC=CC=4)=O)[CH2:23][CH:22]3[O:37][CH2:38][C:39]3[CH:40]=[CH:41][C:42]4[O:47][CH2:46][CH2:45][N:44]([CH2:48][CH2:49][CH2:50][O:51][CH3:52])[C:43]=4[CH:53]=3)=[CH:17][CH:16]=2)[CH2:11]1.CO.[OH-].[K+]. Product: [S:1]1[C:5]2[CH:6]=[CH:7][CH:8]=[CH:9][C:4]=2[N:3]=[C:2]1[N:10]1[CH2:11][CH:12]([O:14][C:15]2[CH:20]=[CH:19][C:18]([CH:21]3[CH2:26][CH2:25][NH:24][CH2:23][CH:22]3[O:37][CH2:38][C:39]3[CH:40]=[CH:41][C:42]4[O:47][CH2:46][CH2:45][N:44]([CH2:48][CH2:49][CH2:50][O:51][CH3:52])[C:43]=4[CH:53]=3)=[CH:17][CH:16]=2)[CH2:13]1. The catalyst class is: 38. (8) Reactant: [CH2:1]([S:3][C:4]1[CH:5]=[C:6]2[C:11](=[C:12]3[CH2:16][C:15]([CH3:18])([CH3:17])[O:14][C:13]=13)[C:10]([C:19]1[CH:20]=[C:21]([CH:25]=[CH:26][CH:27]=1)[C:22](O)=[O:23])=[N:9][C:8]([CH3:29])([CH3:28])[CH2:7]2)[CH3:2].Cl.[CH3:31][C:32]([CH3:37])([C:34]([NH2:36])=[O:35])[NH2:33].O.ON1C2C=CC=CC=2N=N1.C(N(CC)CC)C.Cl.C(N=C=NCCCN(C)C)C. Product: [NH2:36][C:34](=[O:35])[C:32]([NH:33][C:22](=[O:23])[C:21]1[CH:25]=[CH:26][CH:27]=[C:19]([C:10]2[C:11]3[C:6](=[CH:5][C:4]([S:3][CH2:1][CH3:2])=[C:13]4[O:14][C:15]([CH3:17])([CH3:18])[CH2:16][C:12]4=3)[CH2:7][C:8]([CH3:28])([CH3:29])[N:9]=2)[CH:20]=1)([CH3:37])[CH3:31]. The catalyst class is: 9.